This data is from NCI-60 drug combinations with 297,098 pairs across 59 cell lines. The task is: Regression. Given two drug SMILES strings and cell line genomic features, predict the synergy score measuring deviation from expected non-interaction effect. (1) Drug 1: C1=CC(=CC=C1C#N)C(C2=CC=C(C=C2)C#N)N3C=NC=N3. Drug 2: CC1CCC2CC(C(=CC=CC=CC(CC(C(=O)C(C(C(=CC(C(=O)CC(OC(=O)C3CCCCN3C(=O)C(=O)C1(O2)O)C(C)CC4CCC(C(C4)OC)O)C)C)O)OC)C)C)C)OC. Cell line: UO-31. Synergy scores: CSS=2.78, Synergy_ZIP=0.445, Synergy_Bliss=1.14, Synergy_Loewe=-14.1, Synergy_HSA=-1.49. (2) Drug 1: C1=C(C(=O)NC(=O)N1)N(CCCl)CCCl. Drug 2: C1=NNC2=C1C(=O)NC=N2. Cell line: SNB-19. Synergy scores: CSS=18.9, Synergy_ZIP=-9.36, Synergy_Bliss=-4.74, Synergy_Loewe=-4.93, Synergy_HSA=-4.03.